Dataset: Forward reaction prediction with 1.9M reactions from USPTO patents (1976-2016). Task: Predict the product of the given reaction. (1) Given the reactants N[C:2]1[C:3]([C:10]([O:12][CH3:13])=[O:11])=[N:4][C:5]([Cl:9])=[CH:6][C:7]=1[Cl:8].N([O-])=O.[Na+].[I-:18].[Na+].S(=O)(O)[O-].[Na+], predict the reaction product. The product is: [Cl:8][C:7]1[CH:6]=[C:5]([Cl:9])[N:4]=[C:3]([C:10]([O:12][CH3:13])=[O:11])[C:2]=1[I:18]. (2) Given the reactants [CH2:1]([C:3]1[CH:4]=[C:5]([NH2:9])[N:6]([CH3:8])[N:7]=1)[CH3:2].[C:10](=O)([O-])[O-].[K+].[K+].C1COCC1.[C:21]1([O:27][C:28](Cl)=[O:29])[CH:26]=[CH:25][CH:24]=[CH:23][CH:22]=1, predict the reaction product. The product is: [C:21]1([O:27][C:28](=[O:29])[NH:9][C:5]2[N:6]([CH3:8])[N:7]=[C:3]([CH:1]3[CH2:10][CH2:2]3)[CH:4]=2)[CH:26]=[CH:25][CH:24]=[CH:23][CH:22]=1.